Dataset: Full USPTO retrosynthesis dataset with 1.9M reactions from patents (1976-2016). Task: Predict the reactants needed to synthesize the given product. Given the product [F:54][C:39]([F:38])([S:50]([O:18][C:15]1[CH:16]=[CH:17][C:12]([C:10]2[O:11][C:7]3[CH:6]=[C:5]([N:25]([CH2:30][CH2:31][CH2:32][CH2:33][S:34]([CH3:37])(=[O:35])=[O:36])[S:26]([CH3:29])(=[O:27])=[O:28])[C:4]([CH:1]4[CH2:3][CH2:2]4)=[CH:24][C:8]=3[C:9]=2[C:19]2[NH:23][CH:22]=[CH:21][N:20]=2)=[CH:13][CH:14]=1)(=[O:52])=[O:51])[C:40]([F:48])([F:49])[C:41]([F:47])([F:46])[C:42]([F:45])([F:44])[F:43], predict the reactants needed to synthesize it. The reactants are: [CH:1]1([C:4]2[C:5]([N:25]([CH2:30][CH2:31][CH2:32][CH2:33][S:34]([CH3:37])(=[O:36])=[O:35])[S:26]([CH3:29])(=[O:28])=[O:27])=[CH:6][C:7]3[O:11][C:10]([C:12]4[CH:17]=[CH:16][C:15]([OH:18])=[CH:14][CH:13]=4)=[C:9]([C:19]4[NH:20][CH:21]=[CH:22][N:23]=4)[C:8]=3[CH:24]=2)[CH2:3][CH2:2]1.[F:38][C:39]([F:54])([S:50](F)(=[O:52])=[O:51])[C:40]([F:49])([F:48])[C:41]([F:47])([F:46])[C:42]([F:45])([F:44])[F:43].C(=O)([O-])[O-].[K+].[K+].